Dataset: Reaction yield outcomes from USPTO patents with 853,638 reactions. Task: Predict the reaction yield, written as a fraction of the theoretical maximum amount of product (1.0 means a 100% yield; for example, 0.34 means a 34% yield). (1) The reactants are [N:1]1[CH:6]=[CH:5][CH:4]=[C:3]([N:7]2[CH2:11][CH2:10][NH:9][C:8]2=[O:12])[CH:2]=1.Br[C:14]1[CH:15]=[C:16]2[C:20](=[CH:21][CH:22]=1)[C:19](=[O:23])[CH2:18][CH2:17]2.N[C@@H]1CCCC[C@H]1N.C(=O)([O-])[O-].[K+].[K+]. The catalyst is [Cu](I)I.O1CCOCC1. The product is [O:23]=[C:19]1[C:20]2[C:16](=[CH:15][C:14]([N:9]3[CH2:10][CH2:11][N:7]([C:3]4[CH:2]=[N:1][CH:6]=[CH:5][CH:4]=4)[C:8]3=[O:12])=[CH:22][CH:21]=2)[CH2:17][CH2:18]1. The yield is 0.617. (2) The reactants are [NH:1]1[CH2:6][CH2:5][O:4][CH2:3][CH2:2]1.Br[CH2:8][CH2:9][CH2:10][Cl:11]. The catalyst is C1(C)C=CC=CC=1. The product is [Cl:11][CH2:10][CH2:9][CH2:8][N:1]1[CH2:6][CH2:5][O:4][CH2:3][CH2:2]1. The yield is 0.770. (3) The reactants are [Cl:1][C:2]1[CH:3]=[C:4]([NH:9][C:10]([CH:12]2[CH2:17][CH2:16][N:15](C(OC(C)(C)C)=O)[CH2:14][CH2:13]2)=[O:11])[CH:5]=[CH:6][C:7]=1[Cl:8].Cl. The catalyst is ClCCl.O1CCOCC1. The product is [ClH:1].[Cl:1][C:2]1[CH:3]=[C:4]([NH:9][C:10]([CH:12]2[CH2:13][CH2:14][NH:15][CH2:16][CH2:17]2)=[O:11])[CH:5]=[CH:6][C:7]=1[Cl:8]. The yield is 1.00. (4) The reactants are [F:1][C:2]1[C:3](=[O:23])[N:4]2[C:8](=[C:9]([C:20](O)=[O:21])[C:10]=1[NH:11][C:12]1[CH:17]=[CH:16][C:15]([I:18])=[CH:14][C:13]=1[F:19])[CH2:7][CH2:6][CH2:5]2.Cl.[OH:25][CH:26]1[CH2:29][NH:28][CH2:27]1.CN(C(ON1N=NC2C=CC=NC1=2)=[N+](C)C)C.F[P-](F)(F)(F)(F)F.CN1CCOCC1. The catalyst is CN(C=O)C. The product is [F:1][C:2]1[C:3](=[O:23])[N:4]2[C:8](=[C:9]([C:20]([N:28]3[CH2:29][CH:26]([OH:25])[CH2:27]3)=[O:21])[C:10]=1[NH:11][C:12]1[CH:17]=[CH:16][C:15]([I:18])=[CH:14][C:13]=1[F:19])[CH2:7][CH2:6][CH2:5]2. The yield is 0.760. (5) The reactants are [CH3:1][C@@H:2]1[C:12]2[C:13]3[C:8]([CH:9]=[CH:10][CH:11]=2)=[CH:7][CH:6]=[CH:5][C:4]=3[C@H:3]1[N:14]1[CH2:19][CH2:18][CH:17]([N:20]2[C:28]3[C:23](=[CH:24][CH:25]=[CH:26][CH:27]=3)[CH:22]([CH2:29][C:30]([O-])=[O:31])[C:21]2=[O:33])[CH2:16][CH2:15]1.[CH3:34][NH2:35]. The catalyst is O1CCCC1. The product is [CH3:34][NH:35][C:30](=[O:31])[CH2:29][CH:22]1[C:23]2[C:28](=[CH:27][CH:26]=[CH:25][CH:24]=2)[N:20]([CH:17]2[CH2:18][CH2:19][N:14]([CH:3]3[C:4]4=[C:13]5[C:8](=[CH:7][CH:6]=[CH:5]4)[CH:9]=[CH:10][CH:11]=[C:12]5[CH:2]3[CH3:1])[CH2:15][CH2:16]2)[C:21]1=[O:33]. The yield is 0.130. (6) The reactants are [CH3:1][C:2]([CH3:34])([CH3:33])[C:3]#[C:4][C:5]1[S:9][C:8]([C:10]([O:12]C)=[O:11])=[C:7]([N:14]([C:24]([C@H:26]2[CH2:31][CH2:30][C@H:29]([CH3:32])[CH2:28][CH2:27]2)=[O:25])[CH2:15][C:16](=[O:23])[N:17]2[CH2:22][CH2:21][S:20][CH2:19][CH2:18]2)[CH:6]=1.O[Li].O.Cl. The catalyst is C1COCC1.O. The product is [CH3:1][C:2]([CH3:33])([CH3:34])[C:3]#[C:4][C:5]1[S:9][C:8]([C:10]([OH:12])=[O:11])=[C:7]([N:14]([C:24]([C@H:26]2[CH2:27][CH2:28][C@H:29]([CH3:32])[CH2:30][CH2:31]2)=[O:25])[CH2:15][C:16](=[O:23])[N:17]2[CH2:18][CH2:19][S:20][CH2:21][CH2:22]2)[CH:6]=1. The yield is 0.770.